This data is from Forward reaction prediction with 1.9M reactions from USPTO patents (1976-2016). The task is: Predict the product of the given reaction. (1) Given the reactants [Br:1][C:2]1[C:3]([O:11][CH:12]([CH3:16])[C:13](O)=[O:14])=[C:4]([C:7]([O:9][CH3:10])=[O:8])[S:5][CH:6]=1.Cl.C([N:20]=C=NCCCN(C)C)C.CN(C=O)C, predict the reaction product. The product is: [NH2:20][C:13](=[O:14])[CH:12]([CH3:16])[O:11][C:3]1[C:2]([Br:1])=[CH:6][S:5][C:4]=1[C:7]([O:9][CH3:10])=[O:8]. (2) The product is: [F:1][C:2]1([F:13])[O:6][C:5]2[CH:7]=[CH:8][C:9]([CH:11]([C:40]3[C:39]4[C:43](=[C:35]([CH2:34][S:33][CH3:32])[CH:36]=[CH:37][CH:38]=4)[NH:42][CH:41]=3)[CH:19]3[C:20](=[O:21])[O:22][C:15]([CH3:23])([CH3:14])[O:16][C:17]3=[O:18])=[CH:10][C:4]=2[O:3]1. Given the reactants [F:1][C:2]1([F:13])[O:6][C:5]2[CH:7]=[CH:8][C:9]([CH:11]=O)=[CH:10][C:4]=2[O:3]1.[CH3:14][C:15]1([CH3:23])[O:22][C:20](=[O:21])[CH2:19][C:17](=[O:18])[O:16]1.N1CCCC1C(O)=O.[CH3:32][S:33][CH2:34][C:35]1[CH:36]=[CH:37][CH:38]=[C:39]2[C:43]=1[NH:42][CH:41]=[CH:40]2, predict the reaction product. (3) Given the reactants [CH3:1][C:2]1([CH3:14])[C:6]([CH3:8])([CH3:7])[O:5][B:4]([C:9]2[CH:10]=[N:11][NH:12][CH:13]=2)[O:3]1.Br[CH2:16][CH2:17][O:18][CH2:19][CH2:20][O:21][CH3:22].C([O-])([O-])=O.[Cs+].[Cs+], predict the reaction product. The product is: [CH3:22][O:21][CH2:20][CH2:19][O:18][CH2:17][CH2:16][N:12]1[CH:13]=[C:9]([B:4]2[O:5][C:6]([CH3:7])([CH3:8])[C:2]([CH3:14])([CH3:1])[O:3]2)[CH:10]=[N:11]1.